Dataset: Catalyst prediction with 721,799 reactions and 888 catalyst types from USPTO. Task: Predict which catalyst facilitates the given reaction. (1) Reactant: [CH:1]1[C:10]2[C:5](=[CH:6][CH:7]=[CH:8][CH:9]=2)[CH:4]=[C:3]([N:11]2[CH2:16][CH2:15][N:14]([C:17]3[C:18]([C:31]4[CH:36]=[CH:35][CH:34]=[CH:33][CH:32]=4)=[N:19][C:20]4[C:25]([N:26]=3)=[CH:24][C:23]([C:27]([O:29]C)=[O:28])=[CH:22][CH:21]=4)[CH2:13][CH2:12]2)[N:2]=1.[OH-].[Na+].Cl. Product: [C:31]1([C:18]2[C:17]([N:14]3[CH2:15][CH2:16][N:11]([C:3]4[CH:4]=[CH:5][C:6]5[C:1](=[CH:10][CH:9]=[CH:8][CH:7]=5)[N:2]=4)[CH2:12][CH2:13]3)=[N:26][C:25]3[C:20](=[CH:21][CH:22]=[C:23]([C:27]([OH:29])=[O:28])[CH:24]=3)[N:19]=2)[CH:32]=[CH:33][CH:34]=[CH:35][CH:36]=1. The catalyst class is: 24. (2) Reactant: N1C=CC=CC=1.C1COCC1.[OH:12][CH2:13][C:14](=[O:16])[CH3:15].[C:17](Cl)(=[O:24])[C:18]1[CH:23]=[CH:22][CH:21]=[CH:20][CH:19]=1. Product: [C:17]([O:12][CH2:13][C:14](=[O:16])[CH3:15])(=[O:24])[C:18]1[CH:23]=[CH:22][CH:21]=[CH:20][CH:19]=1. The catalyst class is: 13. (3) Reactant: [OH:1][C:2]1[CH:10]=[CH:9][C:8]([S:11]([N:14]2[CH:27]([CH3:28])[C:26]3[C:21](=[CH:22][CH:23]=[CH:24][CH:25]=3)[C:20]3[CH:19]=[CH:18][CH:17]=[CH:16][C:15]2=3)(=[O:13])=[O:12])=[CH:7][C:3]=1[C:4](O)=[O:5]. Product: [OH:5][CH2:4][C:3]1[CH:7]=[C:8]([S:11]([N:14]2[CH:27]([CH3:28])[C:26]3[C:21](=[CH:22][CH:23]=[CH:24][CH:25]=3)[C:20]3[CH:19]=[CH:18][CH:17]=[CH:16][C:15]2=3)(=[O:12])=[O:13])[CH:9]=[CH:10][C:2]=1[OH:1]. The catalyst class is: 7. (4) Reactant: N1C=CN=C1.[CH3:6][C:7]([Si:10](Cl)([CH3:12])[CH3:11])([CH3:9])[CH3:8].[CH2:14]([O:16][C:17](=[O:24])[CH:18]([OH:23])[CH2:19][CH2:20][CH2:21][CH3:22])[CH3:15].O. Product: [Si:10]([O:23][CH:18]([CH2:19][CH2:20][CH2:21][CH3:22])[C:17]([O:16][CH2:14][CH3:15])=[O:24])([C:7]([CH3:9])([CH3:8])[CH3:6])([CH3:12])[CH3:11]. The catalyst class is: 369. (5) Reactant: [N:1]([CH2:4][CH2:5][O:6][C:7]1[CH:8]=[CH:9][C:10]2[S:14][C:13](=[C:15]3[S:19][C:18](=[N:20][C:21]4[CH:22]=[C:23]([NH:30][C:31](=[O:36])[CH2:32][N:33]([CH3:35])[CH3:34])[CH:24]=[CH:25][C:26]=4[NH:27][CH2:28][CH3:29])[N:17]([CH2:37][C:38]4[CH:43]=[CH:42][CH:41]=[CH:40][CH:39]=4)[C:16]3=[O:44])[N:12]([CH3:45])[C:11]=2[CH:46]=1)=[N+]=[N-].C1(P(C2C=CC=CC=2)C2C=CC=CC=2)C=CC=CC=1.O. Product: [NH2:1][CH2:4][CH2:5][O:6][C:7]1[CH:8]=[CH:9][C:10]2[S:14][C:13](=[C:15]3[S:19][C:18](=[N:20][C:21]4[CH:22]=[C:23]([NH:30][C:31](=[O:36])[CH2:32][N:33]([CH3:35])[CH3:34])[CH:24]=[CH:25][C:26]=4[NH:27][CH2:28][CH3:29])[N:17]([CH2:37][C:38]4[CH:39]=[CH:40][CH:41]=[CH:42][CH:43]=4)[C:16]3=[O:44])[N:12]([CH3:45])[C:11]=2[CH:46]=1. The catalyst class is: 1. (6) Reactant: [Si:1](Cl)([C:4]([CH3:7])([CH3:6])[CH3:5])([CH3:3])[CH3:2].[F:9][C:10]1[CH:15]=[CH:14][C:13]([CH2:16][CH2:17][OH:18])=[CH:12][CH:11]=1.N1C=CN=C1. Product: [C:4]([Si:1]([O:18][CH2:17][CH2:16][C:13]1[CH:14]=[CH:15][C:10]([F:9])=[CH:11][CH:12]=1)([CH3:3])[CH3:2])([CH3:7])([CH3:6])[CH3:5]. The catalyst class is: 3. (7) Reactant: [S:1]1[CH:5]=[C:4]([CH:6]=O)[N:3]=[CH:2]1.[NH2:8][C:9]1[CH:14]=[CH:13][N:12]=[C:11]([O:15][CH3:16])[CH:10]=1. Product: [CH3:16][O:15][C:11]1[CH:10]=[C:9]([N:8]=[CH:6][C:4]2[N:3]=[CH:2][S:1][CH:5]=2)[CH:14]=[CH:13][N:12]=1. The catalyst class is: 8. (8) Product: [Cl:16][C:17]1[CH:22]=[CH:21][C:20]([O:23][CH3:24])=[CH:19][C:18]=1[CH:25]([CH3:28])[CH:26]([C:6]1[CH:5]=[CH:4][N:3]=[C:2]([Cl:1])[CH:7]=1)[OH:27]. The catalyst class is: 1. Reactant: [Cl:1][C:2]1[CH:7]=[C:6](I)[CH:5]=[CH:4][N:3]=1.C([Mg]Cl)(C)C.[Cl-].[Li+].[Cl:16][C:17]1[CH:22]=[CH:21][C:20]([O:23][CH3:24])=[CH:19][C:18]=1[CH:25]([CH3:28])[CH:26]=[O:27].O. (9) Reactant: [OH:1][C:2]1[CH:7]=[CH:6][C:5]([C:8]2[C:12]3[CH:13]=[C:14]([CH2:17][O:18][C:19]4[N:24]=[CH:23][C:22]([CH:25]([C:32]#[C:33][CH3:34])[CH2:26][C:27]([O:29][CH2:30][CH3:31])=[O:28])=[CH:21][CH:20]=4)[CH:15]=[CH:16][C:11]=3[S:10][CH:9]=2)=[C:4]([CH3:35])[CH:3]=1.CC1C=CC(S(O[CH2:47][CH:48]2[CH2:52][O:51][C:50]([CH3:54])([CH3:53])[O:49]2)(=O)=O)=CC=1.C([O-])([O-])=O.[Cs+].[Cs+].O. Product: [CH3:53][C:50]1([CH3:54])[O:49][CH:48]([CH2:47][O:1][C:2]2[CH:7]=[CH:6][C:5]([C:8]3[C:12]4[CH:13]=[C:14]([CH2:17][O:18][C:19]5[N:24]=[CH:23][C:22]([CH:25]([C:32]#[C:33][CH3:34])[CH2:26][C:27]([O:29][CH2:30][CH3:31])=[O:28])=[CH:21][CH:20]=5)[CH:15]=[CH:16][C:11]=4[S:10][CH:9]=3)=[C:4]([CH3:35])[CH:3]=2)[CH2:52][O:51]1. The catalyst class is: 3.